This data is from Forward reaction prediction with 1.9M reactions from USPTO patents (1976-2016). The task is: Predict the product of the given reaction. (1) Given the reactants C[N+]1([O-])CC[O:5]CC1.Br[CH2:10][C:11]1[CH:16]=[CH:15][C:14]([CH2:17][C:18]([O:20][CH3:21])=[O:19])=[CH:13][CH:12]=1.O, predict the reaction product. The product is: [CH:10]([C:11]1[CH:16]=[CH:15][C:14]([CH2:17][C:18]([O:20][CH3:21])=[O:19])=[CH:13][CH:12]=1)=[O:5]. (2) Given the reactants FC(F)(F)S(O[Si:7]([CH3:18])([CH3:17])[CH:8]1[C:12]([CH3:13])=[C:11]([CH3:14])[C:10]([CH3:15])=[C:9]1[CH3:16])(=O)=O.[CH3:21][C:22]1[CH:30]=[CH:29][C:28]([CH3:31])=[C:27]2[C:23]=1[CH:24]=[CH:25][C-:26]2[C:32]1[CH:37]=[CH:36][CH:35]=[CH:34][CH:33]=1.[Li+], predict the reaction product. The product is: [CH3:31][C:28]1[CH:29]=[CH:30][C:22]([CH3:21])=[C:23]2[C:27]=1[C:26]([C:32]1[CH:37]=[CH:36][CH:35]=[CH:34][CH:33]=1)=[CH:25][CH:24]2[Si:7]([CH3:17])([CH3:18])[CH:8]1[C:12]([CH3:13])=[C:11]([CH3:14])[C:10]([CH3:15])=[C:9]1[CH3:16]. (3) The product is: [NH2:1][C@H:4]([C@H:30]1[O:31][C:32](=[O:38])[C@H:33]([CH:35]([CH3:37])[CH3:36])[CH2:34]1)[CH2:5][C@H:6]([CH2:7][C:8]1[CH:13]=[CH:12][C:11]([F:14])=[C:10]([O:15][CH2:16][CH2:17][CH2:18][O:19][CH3:20])[CH:9]=1)[CH:27]([CH3:28])[CH3:29]. Given the reactants [N:1]([C@H:4]([C@@H:30]1[CH2:34][C@@H:33]([CH:35]([CH3:37])[CH3:36])[C:32](=[O:38])[O:31]1)[CH2:5][CH:6]([CH:27]([CH3:29])[CH3:28])[C@H:7](OC(=O)C(C)C)[C:8]1[CH:13]=[CH:12][C:11]([F:14])=[C:10]([O:15][CH2:16][CH2:17][CH2:18][O:19][CH3:20])[CH:9]=1)=[N+]=[N-].C(CN)O, predict the reaction product. (4) Given the reactants [F:1][C:2]1[CH:7]=[CH:6][CH:5]=[C:4]([F:8])[C:3]=1[C:9]1[C:18]2[CH:17]=[C:16]([C:19]#[CH:20])[CH:15]=[CH:14][C:13]=2[C:12]2=[N:21][N:22](COCC[Si](C)(C)C)[C:23]([NH:24][CH:25]3[CH2:30][CH2:29][N:28]([S:31]([CH3:34])(=[O:33])=[O:32])[CH2:27][CH2:26]3)=[C:11]2[N:10]=1.C(O)(C(F)(F)F)=O, predict the reaction product. The product is: [F:8][C:4]1[CH:5]=[CH:6][CH:7]=[C:2]([F:1])[C:3]=1[C:9]1[C:18]2[CH:17]=[C:16]([C:19]#[CH:20])[CH:15]=[CH:14][C:13]=2[C:12]2[NH:21][N:22]=[C:23]([NH:24][CH:25]3[CH2:26][CH2:27][N:28]([S:31]([CH3:34])(=[O:33])=[O:32])[CH2:29][CH2:30]3)[C:11]=2[N:10]=1. (5) Given the reactants [F:1][C@@H:2]1[CH2:6][N:5]([C:7]2[CH:8]=[CH:9][C:10]([N+:13]([O-])=O)=[N:11][CH:12]=2)[C@@H:4]([C:16]2[CH:21]=[C:20]([F:22])[CH:19]=[CH:18][C:17]=2[O:23][C@H:24]2[CH2:28][CH2:27][O:26][CH2:25]2)[CH2:3]1, predict the reaction product. The product is: [F:1][C@@H:2]1[CH2:6][N:5]([C:7]2[CH:8]=[CH:9][C:10]([NH2:13])=[N:11][CH:12]=2)[C@@H:4]([C:16]2[CH:21]=[C:20]([F:22])[CH:19]=[CH:18][C:17]=2[O:23][C@H:24]2[CH2:28][CH2:27][O:26][CH2:25]2)[CH2:3]1. (6) Given the reactants [OH:1][CH2:2][CH2:3][C:4]#[C:5][C:6]1[CH:21]=[CH:20][C:9]([O:10][CH2:11][CH2:12][CH2:13][N:14]2[CH2:19][CH2:18][CH2:17][CH2:16][CH2:15]2)=[CH:8][CH:7]=1.C(N(CC)CC)C.[S:29](Cl)([C:32]1[CH:38]=[CH:37][C:35]([CH3:36])=[CH:34][CH:33]=1)(=[O:31])=[O:30], predict the reaction product. The product is: [S:29]([O:1][CH2:2][CH2:3][C:4]#[C:5][C:6]1[CH:21]=[CH:20][C:9]([O:10][CH2:11][CH2:12][CH2:13][N:14]2[CH2:19][CH2:18][CH2:17][CH2:16][CH2:15]2)=[CH:8][CH:7]=1)([C:32]1[CH:38]=[CH:37][C:35]([CH3:36])=[CH:34][CH:33]=1)(=[O:31])=[O:30]. (7) The product is: [P:50](=[O:51])([OH:54])([OH:53])[OH:52].[CH2:1]([O:3][C:4]([C:6]1[CH2:11][C@H:10]([NH2:12])[C@@H:9]([NH:20][C:36](=[O:38])[CH3:37])[C@H:8]([O:23][CH:24]([CH2:25][CH3:26])[CH2:27][CH3:28])[CH:7]=1)=[O:5])[CH3:2]. Given the reactants [CH2:1]([O:3][C:4]([C:6]1[CH2:11][C@H:10]([NH:12]C(OC(C)(C)C)=O)[C@@H:9]([N:20]=[N+]=[N-])[C@H:8]([O:23][CH:24]([CH2:27][CH3:28])[CH2:25][CH3:26])[CH:7]=1)=[O:5])[CH3:2].C(N(CC)CC)C.[C:36](OC(=O)C)(=[O:38])[CH3:37].Br.C(O)(=O)C.[OH-].[Na+].[P:50](=[O:54])([OH:53])([OH:52])[OH:51], predict the reaction product. (8) Given the reactants [NH2:1][C:2]1[S:3][C:4]2[CH:10]=[C:9]([C:11]#[N:12])[CH:8]=[CH:7][C:5]=2[N:6]=1.[CH2:13]([N:15]([CH2:18]C)CC)[CH3:14].CN(C)C=[O:23], predict the reaction product. The product is: [C:11]([C:9]1[CH:8]=[CH:7][C:5]2[N:6]=[C:2]([NH:1][C:18]([NH:15][CH2:13][CH3:14])=[O:23])[S:3][C:4]=2[CH:10]=1)#[N:12]. (9) Given the reactants [N+:1]([C:4]1[CH:5]=[C:6]2[C:10](=[CH:11][CH:12]=1)[N:9]([CH2:13][CH2:14][C:15]1[CH:20]=[CH:19][CH:18]=[CH:17][CH:16]=1)[C:8]([C:21]([NH:23][C:24]1[CH:29]=[CH:28][CH:27]=[CH:26][CH:25]=1)=[O:22])=[CH:7]2)([O-])=O.C([O-])=O.[NH4+], predict the reaction product. The product is: [NH2:1][C:4]1[CH:5]=[C:6]2[C:10](=[CH:11][CH:12]=1)[N:9]([CH2:13][CH2:14][C:15]1[CH:20]=[CH:19][CH:18]=[CH:17][CH:16]=1)[C:8]([C:21]([NH:23][C:24]1[CH:25]=[CH:26][CH:27]=[CH:28][CH:29]=1)=[O:22])=[CH:7]2.